This data is from Forward reaction prediction with 1.9M reactions from USPTO patents (1976-2016). The task is: Predict the product of the given reaction. (1) Given the reactants C[O:2][C:3](=[O:37])[C:4]1[CH:9]=[CH:8][C:7]([NH:10][C:11]([N:13]([C:20]2[N:21]([C:29]3[CH:34]=[CH:33][C:32]([Cl:35])=[CH:31][CH:30]=3)[N:22]=[C:23]3[C:28]=2[CH:27]=[CH:26][CH:25]=[CH:24]3)[CH:14]2[CH2:19][CH2:18][CH2:17][CH2:16][CH2:15]2)=[O:12])=[C:6]([Cl:36])[CH:5]=1.[OH-].[Li+], predict the reaction product. The product is: [Cl:36][C:6]1[CH:5]=[C:4]([CH:9]=[CH:8][C:7]=1[NH:10][C:11]([N:13]([C:20]1[N:21]([C:29]2[CH:30]=[CH:31][C:32]([Cl:35])=[CH:33][CH:34]=2)[N:22]=[C:23]2[C:28]=1[CH:27]=[CH:26][CH:25]=[CH:24]2)[CH:14]1[CH2:15][CH2:16][CH2:17][CH2:18][CH2:19]1)=[O:12])[C:3]([OH:37])=[O:2]. (2) Given the reactants Cl.[Br:2][C:3]1[CH:4]=[C:5]([CH:8]=[CH:9][CH:10]=1)[CH2:6][NH2:7].[C:11]([O:15][C:16](O[C:16]([O:15][C:11]([CH3:14])([CH3:13])[CH3:12])=[O:17])=[O:17])([CH3:14])([CH3:13])[CH3:12].C(N(CC)CC)C, predict the reaction product. The product is: [Br:2][C:3]1[CH:4]=[C:5]([CH:8]=[CH:9][CH:10]=1)[CH2:6][NH:7][C:16](=[O:17])[O:15][C:11]([CH3:14])([CH3:13])[CH3:12]. (3) Given the reactants Br[C:2]1[C:3]([Cl:13])=[C:4]2[C:8](=[CH:9][CH:10]=1)[N:7]([CH3:11])[C:6](=[O:12])[CH2:5]2.[B:14]1([B:14]2[O:18][C:17]([CH3:20])([CH3:19])[C:16]([CH3:22])([CH3:21])[O:15]2)[O:18][C:17]([CH3:20])([CH3:19])[C:16]([CH3:22])([CH3:21])[O:15]1.C([O-])(=O)C.[K+].ClCCl, predict the reaction product. The product is: [Cl:13][C:3]1[C:2]([B:14]2[O:18][C:17]([CH3:20])([CH3:19])[C:16]([CH3:22])([CH3:21])[O:15]2)=[CH:10][CH:9]=[C:8]2[C:4]=1[CH2:5][C:6](=[O:12])[N:7]2[CH3:11]. (4) Given the reactants [F:1][C:2]1[CH:9]=[CH:8][C:5]([C:6]#[N:7])=[CH:4][C:3]=1[C:10]([C:12]1[CH:21]=[CH:20][C:19]2[C:14](=[CH:15][CH:16]=[C:17]([O:22]C)[CH:18]=2)[CH:13]=1)=[O:11].B(Br)(Br)Br, predict the reaction product. The product is: [F:1][C:2]1[CH:9]=[CH:8][C:5]([C:6]#[N:7])=[CH:4][C:3]=1[C:10]([C:12]1[CH:21]=[CH:20][C:19]2[C:14](=[CH:15][CH:16]=[C:17]([OH:22])[CH:18]=2)[CH:13]=1)=[O:11].